From a dataset of Full USPTO retrosynthesis dataset with 1.9M reactions from patents (1976-2016). Predict the reactants needed to synthesize the given product. (1) Given the product [C:1]([OH:4])(=[O:3])[CH3:2].[C:24]([C:21]1[CH:20]=[CH:19][C:18]([C:15]2[O:14][C:13]([C:11]3[O:12][C:8]([C:6]([NH2:7])=[NH:5])=[CH:9][CH:10]=3)=[CH:17][CH:16]=2)=[CH:23][CH:22]=1)(=[NH:25])[NH2:30], predict the reactants needed to synthesize it. The reactants are: [C:1]([O:4][NH:5][C:6]([C:8]1[O:12][C:11]([C:13]2[O:14][C:15]([C:18]3[CH:23]=[CH:22][C:21]([C:24](=[NH:30])[NH:25]OC(=O)C)=[CH:20][CH:19]=3)=[CH:16][CH:17]=2)=[CH:10][CH:9]=1)=[NH:7])(=[O:3])[CH3:2].C(O)C. (2) The reactants are: [CH3:1][O:2][C:3]([C:5]1[N:6]=[CH:7][NH:8][CH:9]=1)=[O:4].[H-].[Na+].Br[CH2:13][CH2:14][O:15][CH:16]1[CH2:21][CH2:20][CH2:19][CH2:18][O:17]1.[I-].[Li+]. Given the product [CH3:1][O:2][C:3]([C:5]1[N:6]=[CH:7][N:8]([CH2:13][CH2:14][O:15][CH:16]2[CH2:21][CH2:20][CH2:19][CH2:18][O:17]2)[CH:9]=1)=[O:4], predict the reactants needed to synthesize it. (3) Given the product [CH2:18]([O:17][C:10]1[CH:9]=[C:8]([F:7])[CH:13]=[CH:12][C:11]=1[C:14](=[O:16])[CH3:15])[C:19]1[CH:24]=[CH:23][CH:22]=[CH:21][CH:20]=1, predict the reactants needed to synthesize it. The reactants are: C(=O)([O-])[O-].[K+].[K+].[F:7][C:8]1[CH:13]=[CH:12][C:11]([C:14](=[O:16])[CH3:15])=[C:10]([OH:17])[CH:9]=1.[CH2:18](Br)[C:19]1[CH:24]=[CH:23][CH:22]=[CH:21][CH:20]=1.Cl. (4) Given the product [O:1]=[C:2]1[N:8]([CH:9]2[CH2:10][CH2:11][N:12]([C:15]([O:17][C@H:18]([CH2:19][C:20]3[CH:31]=[C:30]([CH3:32])[C:23]4[NH:24][C:25]([N:27]([CH3:28])[CH3:29])=[N:26][C:22]=4[CH:21]=3)[C:33](=[O:35])[N:49]3[CH2:48][CH2:47][N:46]([CH:43]4[CH2:44][CH2:45][O:40][CH2:41][CH2:42]4)[CH2:51][CH2:50]3)=[O:16])[CH2:13][CH2:14]2)[CH2:7][CH2:6][C:5]2[CH:36]=[CH:37][CH:38]=[CH:39][C:4]=2[NH:3]1, predict the reactants needed to synthesize it. The reactants are: [O:1]=[C:2]1[N:8]([CH:9]2[CH2:14][CH2:13][N:12]([C:15]([O:17][C@@H:18]([C:33]([OH:35])=O)[CH2:19][C:20]3[CH:31]=[C:30]([CH3:32])[C:23]4[NH:24][C:25]([N:27]([CH3:29])[CH3:28])=[N:26][C:22]=4[CH:21]=3)=[O:16])[CH2:11][CH2:10]2)[CH2:7][CH2:6][C:5]2[CH:36]=[CH:37][CH:38]=[CH:39][C:4]=2[NH:3]1.[O:40]1[CH2:45][CH2:44][CH:43]([N:46]2[CH2:51][CH2:50][NH:49][CH2:48][CH2:47]2)[CH2:42][CH2:41]1. (5) Given the product [OH:25][C:18]1[N:19]=[N:20][C:21]([OH:24])=[C:22]([CH3:23])[C:17]=1[C:11]1[S:12][C:8]([C:6]([O:5][C:1]([CH3:4])([CH3:3])[CH3:2])=[O:7])=[CH:9][CH:10]=1, predict the reactants needed to synthesize it. The reactants are: [C:1]([O:5][C:6]([C:8]1[S:12][C:11](B(O)O)=[CH:10][CH:9]=1)=[O:7])([CH3:4])([CH3:3])[CH3:2].Br[C:17]1[C:22]([CH3:23])=[C:21]([OH:24])[N:20]=[N:19][C:18]=1[OH:25].C([O-])([O-])=O.[Cs+].[Cs+].Cl. (6) Given the product [CH2:9]([O:8][C:4]1[CH:5]=[N:6][CH:7]=[C:2]([N:22]2[CH2:27][CH2:26][NH:25][CH2:24][CH2:23]2)[N:3]=1)[CH2:10][CH2:11][CH2:12][CH2:13][CH3:14], predict the reactants needed to synthesize it. The reactants are: Cl[C:2]1[CH:7]=[N:6][CH:5]=[C:4]([O:8][CH2:9][CH2:10][CH2:11][CH2:12][CH2:13][CH3:14])[N:3]=1.C(O)CCCCC.[NH:22]1[CH2:27][CH2:26][NH:25][CH2:24][CH2:23]1.C([O-])([O-])=O.[K+].[K+]. (7) Given the product [Cl:1][C:2]1[CH:7]=[C:6]([F:8])[CH:5]=[CH:4][C:3]=1/[C:9](/[CH2:37][CH3:38])=[C:10](\[C:26]1[CH:31]=[CH:30][C:29](/[CH:32]=[CH:33]/[C:34]([NH:42][CH2:41][CH2:39][OH:40])=[O:35])=[CH:28][CH:27]=1)/[C:11]1[CH:12]=[C:13]2[C:17](=[CH:18][CH:19]=1)[NH:16][N:15]=[CH:14]2, predict the reactants needed to synthesize it. The reactants are: [Cl:1][C:2]1[CH:7]=[C:6]([F:8])[CH:5]=[CH:4][C:3]=1/[C:9](/[CH2:37][CH3:38])=[C:10](\[C:26]1[CH:31]=[CH:30][C:29](/[CH:32]=[CH:33]/[C:34](O)=[O:35])=[CH:28][CH:27]=1)/[C:11]1[CH:12]=[C:13]2[C:17](=[CH:18][CH:19]=1)[N:16](C1CCCCO1)[N:15]=[CH:14]2.[CH2:39]([CH2:41][NH2:42])[OH:40].C(N(CC)CC)C.CN(C(ON1N=NC2C=CC=NC1=2)=[N+](C)C)C.F[P-](F)(F)(F)(F)F. (8) Given the product [CH:38]([C:37]1[CH:33]=[CH:32][CH:30]=[C:31]2[C:28]=1[CH2:29][N:25]([C:18]([O:1][C@H:2]1[CH2:6][N:5]([C:7]([O:9][C:10]([CH3:11])([CH3:12])[CH3:13])=[O:8])[C@H:4]([C:14]([O:16][CH3:17])=[O:15])[CH2:3]1)=[O:19])[CH2:26]2)=[CH2:39], predict the reactants needed to synthesize it. The reactants are: [OH:1][C@H:2]1[CH2:6][N:5]([C:7]([O:9][C:10]([CH3:13])([CH3:12])[CH3:11])=[O:8])[C@H:4]([C:14]([O:16][CH3:17])=[O:15])[CH2:3]1.[C:18]([N:25]1[CH:29]=[CH:28]N=[CH:26]1)(N1C=CN=C1)=[O:19].[CH:30]([C:32]1C=[CH:39][CH:38]=[C:37]2[C:33]=1CNC2)=[CH2:31].OS([O-])(=O)=O.[K+].